From a dataset of Reaction yield outcomes from USPTO patents with 853,638 reactions. Predict the reaction yield, written as a fraction of the theoretical maximum amount of product (1.0 means a 100% yield; for example, 0.34 means a 34% yield). (1) The reactants are Cl[C:2]1[C:3]2[O:10][C:9]([C:11]([NH2:13])=[O:12])=[CH:8][C:4]=2[N:5]=[CH:6][N:7]=1.[NH:14]1[CH2:19][CH2:18][CH:17]([CH2:20][CH2:21][NH:22][C:23](=[O:29])[O:24][C:25]([CH3:28])([CH3:27])[CH3:26])[CH2:16][CH2:15]1.CCN(C(C)C)C(C)C. The catalyst is C(#N)C. The product is [C:11]([C:9]1[O:10][C:3]2[C:2]([N:14]3[CH2:19][CH2:18][CH:17]([CH2:20][CH2:21][NH:22][C:23](=[O:29])[O:24][C:25]([CH3:27])([CH3:26])[CH3:28])[CH2:16][CH2:15]3)=[N:7][CH:6]=[N:5][C:4]=2[CH:8]=1)(=[O:12])[NH2:13]. The yield is 0.400. (2) The reactants are [C:1]([O:5][C:6]([N:8]([C:24]1[S:25][C:26]([CH:29]=[O:30])=[CH:27][N:28]=1)[CH2:9][CH2:10][C@H:11]([NH:16][C:17]([O:19][C:20]([CH3:23])([CH3:22])[CH3:21])=[O:18])[C:12]([O:14]C)=[O:13])=[O:7])([CH3:4])([CH3:3])[CH3:2].ClCCCl.C[Sn](C)(C)O. The catalyst is C(OCC)(=O)C. The product is [C:1]([O:5][C:6]([N:8]([C:24]1[S:25][C:26]([CH:29]=[O:30])=[CH:27][N:28]=1)[CH2:9][CH2:10][C@H:11]([NH:16][C:17]([O:19][C:20]([CH3:21])([CH3:22])[CH3:23])=[O:18])[C:12]([OH:14])=[O:13])=[O:7])([CH3:2])([CH3:3])[CH3:4]. The yield is 0.950. (3) The reactants are Br[C:2]1[CH:3]=[CH:4][C:5]([CH3:24])=[C:6]([CH:23]=1)[C:7]([NH:9][C:10]1[C:20]([CH3:21])=[CH:19][C:13]([C:14]([O:16][CH2:17][CH3:18])=[O:15])=[CH:12][C:11]=1[CH3:22])=[O:8].[O:25]1[C:29]2([CH2:34][CH2:33][NH:32][CH2:31][CH2:30]2)[O:28][CH2:27][CH2:26]1.C([O-])([O-])=O.[Cs+].[Cs+].C1(P(C2C=CC=CC=2)C2C=CC3C(=CC=CC=3)C=2C2C3C(=CC=CC=3)C=CC=2P(C2C=CC=CC=2)C2C=CC=CC=2)C=CC=CC=1. The catalyst is C1COCC1.CC([O-])=O.CC([O-])=O.[Pd+2]. The product is [O:25]1[C:29]2([CH2:34][CH2:33][N:32]([C:2]3[CH:3]=[CH:4][C:5]([CH3:24])=[C:6]([CH:23]=3)[C:7]([NH:9][C:10]3[C:20]([CH3:21])=[CH:19][C:13]([C:14]([O:16][CH2:17][CH3:18])=[O:15])=[CH:12][C:11]=3[CH3:22])=[O:8])[CH2:31][CH2:30]2)[O:28][CH2:27][CH2:26]1. The yield is 0.362. (4) The reactants are CC1C=CC(S(O[CH2:12][CH:13]2[CH2:17][C:16]3[CH:18]=[CH:19][CH:20]=[C:21]([C:22]4[C:27]([Cl:28])=[CH:26][CH:25]=[CH:24][C:23]=4[Cl:29])[C:15]=3[O:14]2)(=O)=O)=CC=1.[N-:30]=[N+:31]=[N-:32].[Na+].N(CC1CC2C=C(Cl)C=C(C3C=CSC=3)C=2O1)=[N+]=[N-]. No catalyst specified. The product is [Cl:29][C:23]1[CH:24]=[CH:25][CH:26]=[C:27]([Cl:28])[C:22]=1[C:21]1[C:15]2[O:14][CH:13]([CH2:12][N:30]=[N+:31]=[N-:32])[CH2:17][C:16]=2[CH:18]=[CH:19][CH:20]=1. The yield is 0.900. (5) The reactants are [CH2:1]([O:8][C:9]1[CH:13]=[CH:12][S:11][C:10]=1[C:14](N(OC)C)=[O:15])[C:2]1[CH:7]=[CH:6][CH:5]=[CH:4][CH:3]=1.[CH3:20][Mg]Br. The catalyst is C1COCC1. The product is [CH2:1]([O:8][C:9]1[CH:13]=[CH:12][S:11][C:10]=1[C:14](=[O:15])[CH3:20])[C:2]1[CH:3]=[CH:4][CH:5]=[CH:6][CH:7]=1. The yield is 0.890. (6) The reactants are F[C:2]1[C:7]([F:8])=[C:6]([F:9])[N:5]=[C:4]([C:10]([O:12][CH:13]([CH3:15])[CH3:14])=[O:11])[CH:3]=1.[OH-].[NH4+:17].O. The catalyst is CN1C(=O)CCC1. The product is [NH2:17][C:2]1[C:7]([F:8])=[C:6]([F:9])[N:5]=[C:4]([C:10]([O:12][CH:13]([CH3:15])[CH3:14])=[O:11])[CH:3]=1. The yield is 0.680. (7) The reactants are [N:1]1([CH2:7][CH2:8][OH:9])[CH2:6][CH2:5][NH:4][CH2:3][CH2:2]1.N1C=CC=CC=1.[C:16]([Si:20](Cl)([C:27]1[CH:32]=[CH:31][CH:30]=[CH:29][CH:28]=1)[C:21]1[CH:26]=[CH:25][CH:24]=[CH:23][CH:22]=1)([CH3:19])([CH3:18])[CH3:17]. The catalyst is C(Cl)Cl.CN(C1C=CN=CC=1)C. The product is [Si:20]([O:9][CH2:8][CH2:7][N:1]1[CH2:6][CH2:5][NH:4][CH2:3][CH2:2]1)([C:16]([CH3:19])([CH3:18])[CH3:17])([C:27]1[CH:28]=[CH:29][CH:30]=[CH:31][CH:32]=1)[C:21]1[CH:26]=[CH:25][CH:24]=[CH:23][CH:22]=1. The yield is 0.960. (8) The reactants are [N:1]1[CH:6]=[CH:5][CH:4]=[CH:3][C:2]=1[C:7]([OH:9])=O.C(Cl)CCl.C1C=CC2N(O)N=NC=2C=1.[NH2:24][CH2:25][CH2:26][O:27][C:28]1[C:38]2[CH2:37][CH2:36][N:35]([C:39](=[O:44])[C:40]([F:43])([F:42])[F:41])[CH2:34][CH2:33][C:32]=2[CH:31]=[CH:30][C:29]=1[Cl:45]. The catalyst is C(Cl)Cl.O. The product is [Cl:45][C:29]1[CH:30]=[CH:31][C:32]2[CH2:33][CH2:34][N:35]([C:39](=[O:44])[C:40]([F:42])([F:41])[F:43])[CH2:36][CH2:37][C:38]=2[C:28]=1[O:27][CH2:26][CH2:25][NH:24][C:7]([C:2]1[CH:3]=[CH:4][CH:5]=[CH:6][N:1]=1)=[O:9]. The yield is 0.740. (9) The reactants are C(N[C:5]1[CH:10]=[C:9]([O:11][C:12]2[C:17]([F:18])=[CH:16][C:15]([NH:19][C:20]([C:22]3([C:25]([NH:27][C:28]4[CH:33]=[CH:32][C:31]([F:34])=[CH:30][CH:29]=4)=[O:26])[CH2:24][CH2:23]3)=[O:21])=[C:14]([F:35])[CH:13]=2)[CH:8]=[CH:7][N:6]=1)(=O)C.C(=O)([O-])[O-].[Cs+].[Cs+].[C:42]([NH-:47])(=[O:46])[CH:43]([CH3:45])[CH3:44].CC1(C)C2C(=C(P(C3C=CC=CC=3)C3C=CC=CC=3)C=CC=2)OC2C(P(C3C=CC=CC=3)C3C=CC=CC=3)=CC=CC1=2. The product is [F:35][C:14]1[CH:13]=[C:12]([O:11][C:9]2[CH:8]=[CH:7][N:6]=[C:5]([NH:47][C:42](=[O:46])[CH:43]([CH3:45])[CH3:44])[CH:10]=2)[C:17]([F:18])=[CH:16][C:15]=1[NH:19][C:20]([C:22]1([C:25]([NH:27][C:28]2[CH:29]=[CH:30][C:31]([F:34])=[CH:32][CH:33]=2)=[O:26])[CH2:24][CH2:23]1)=[O:21]. The catalyst is O1CCOCC1.C(OCC)(=O)C.C1C=CC(/C=C/C(/C=C/C2C=CC=CC=2)=O)=CC=1.C1C=CC(/C=C/C(/C=C/C2C=CC=CC=2)=O)=CC=1.C1C=CC(/C=C/C(/C=C/C2C=CC=CC=2)=O)=CC=1.[Pd].[Pd]. The yield is 0.410. (10) The reactants are [NH2:1][C:2]1[CH:16]=[CH:15][C:5]([CH2:6][CH:7]2[CH2:11][CH2:10][CH2:9][N:8]2[CH2:12][CH2:13][CH3:14])=[CH:4][CH:3]=1.[CH:17]([C:20]1[CH:25]=[CH:24][C:23]([S:26](Cl)(=[O:28])=[O:27])=[CH:22][CH:21]=1)([CH3:19])[CH3:18].Cl. The catalyst is C(OCC)(=O)C. The product is [CH:17]([C:20]1[CH:25]=[CH:24][C:23]([S:26]([NH:1][C:2]2[CH:16]=[CH:15][C:5]([CH2:6][CH:7]3[CH2:11][CH2:10][CH2:9][N:8]3[CH2:12][CH2:13][CH3:14])=[CH:4][CH:3]=2)(=[O:28])=[O:27])=[CH:22][CH:21]=1)([CH3:19])[CH3:18]. The yield is 0.300.